Task: Predict the reaction yield, written as a fraction of the theoretical maximum amount of product (1.0 means a 100% yield; for example, 0.34 means a 34% yield).. Dataset: Reaction yield outcomes from USPTO patents with 853,638 reactions (1) The reactants are C([O-])=O.[NH4+].[CH2:5]([O:12][C:13]1[C:18]([O:19][CH3:20])=[CH:17][C:16]([C:21](=[O:23])[CH3:22])=[C:15]([N+:24]([O-])=O)[CH:14]=1)[C:6]1[CH:11]=[CH:10][CH:9]=[CH:8][CH:7]=1.C1(C)C=CC=CC=1. The catalyst is [Fe].O. The product is [NH2:24][C:15]1[CH:14]=[C:13]([O:12][CH2:5][C:6]2[CH:11]=[CH:10][CH:9]=[CH:8][CH:7]=2)[C:18]([O:19][CH3:20])=[CH:17][C:16]=1[C:21](=[O:23])[CH3:22]. The yield is 0.900. (2) The reactants are [F:1][C:2]1([F:9])[CH2:7][CH2:6][CH:5]([NH2:8])[CH2:4][CH2:3]1.C[Al](C)C.[Cl:14][C:15]1[CH:20]=[C:19]([Cl:21])[CH:18]=[CH:17][C:16]=1[N:22]1[C:26]([C:27]2[CH:32]=[CH:31][C:30]([O:33][CH2:34][CH2:35][C:36]([F:39])([F:38])[F:37])=[CH:29][CH:28]=2)=[C:25]([CH2:40][OH:41])[C:24]([C:42](OCC)=[O:43])=[N:23]1.Cl. The catalyst is C1(C)C=CC=CC=1.CCOC(C)=O. The product is [Cl:14][C:15]1[CH:20]=[C:19]([Cl:21])[CH:18]=[CH:17][C:16]=1[N:22]1[C:26]([C:27]2[CH:28]=[CH:29][C:30]([O:33][CH2:34][CH2:35][C:36]([F:37])([F:38])[F:39])=[CH:31][CH:32]=2)=[C:25]([CH2:40][OH:41])[C:24]([C:42]([NH:8][CH:5]2[CH2:6][CH2:7][C:2]([F:9])([F:1])[CH2:3][CH2:4]2)=[O:43])=[N:23]1. The yield is 0.770. (3) The reactants are [Cl:1][C:2]1[CH:18]=[C:17]([F:19])[C:16]([NH2:20])=[CH:15][C:3]=1[C:4]([NH:6][S:7]([N:10]([CH:12]([CH3:14])[CH3:13])[CH3:11])(=[O:9])=[O:8])=[O:5].Cl[C:22]([O:24][CH2:25][CH3:26])=[O:23]. The catalyst is C1(C)C=CC=CC=1. The product is [Cl:1][C:2]1[CH:18]=[C:17]([F:19])[C:16]([NH:20][C:22]([O:24][CH2:25][CH3:26])=[O:23])=[CH:15][C:3]=1[C:4]([NH:6][S:7]([N:10]([CH:12]([CH3:14])[CH3:13])[CH3:11])(=[O:9])=[O:8])=[O:5]. The yield is 0.984. (4) The reactants are [CH3:1][C:2]1[CH:7]=[CH:6][C:5]([S:8]([O:11][CH2:12][CH:13]2[CH2:17][C:16]3[CH:18]=[CH:19][CH:20]=[C:21](OS(C(F)(F)F)(=O)=O)[C:15]=3[O:14]2)(=[O:10])=[O:9])=[CH:4][CH:3]=1.[CH:30]1[C:39]2[C:34](=[CH:35][CH:36]=[CH:37][CH:38]=2)[CH:33]=[CH:32][C:31]=1B(O)O.P([O-])([O-])([O-])=O.[K+].[K+].[K+]. The catalyst is C1C=CC([P]([Pd]([P](C2C=CC=CC=2)(C2C=CC=CC=2)C2C=CC=CC=2)([P](C2C=CC=CC=2)(C2C=CC=CC=2)C2C=CC=CC=2)[P](C2C=CC=CC=2)(C2C=CC=CC=2)C2C=CC=CC=2)(C2C=CC=CC=2)C2C=CC=CC=2)=CC=1. The product is [CH3:1][C:2]1[CH:3]=[CH:4][C:5]([S:8]([O:11][CH2:12][CH:13]2[CH2:17][C:16]3[CH:18]=[CH:19][CH:20]=[C:21]([C:31]4[CH:32]=[CH:33][C:34]5[C:39](=[CH:38][CH:37]=[CH:36][CH:35]=5)[CH:30]=4)[C:15]=3[O:14]2)(=[O:9])=[O:10])=[CH:6][CH:7]=1. The yield is 0.360. (5) The reactants are [Na:1].[CH2:2]1[C:6]2([O:11][CH2:10][CH:9]([CH2:12][O:13][C:14]3[CH:19]=[CH:18][N:17]=[C:16]([CH2:20][S:21]([C:23]4[NH:27][C:26]5[CH:28]=[CH:29][CH:30]=[CH:31][C:25]=5[N:24]=4)=[O:22])[C:15]=3[CH3:32])[CH2:8][O:7]2)[CH2:5][CH2:4]C1.OCC(CO)CO.C1(=O)CCC1. No catalyst specified. The product is [Na:1].[CH2:2]1[C:6]2([O:11][CH2:10][CH:9]([CH2:12][O:13][C:14]3[CH:19]=[CH:18][N:17]=[C:16]([CH2:20][S:21]([C:23]4[NH:27][C:26]5[CH:28]=[CH:29][CH:30]=[CH:31][C:25]=5[N:24]=4)=[O:22])[C:15]=3[CH3:32])[CH2:8][O:7]2)[CH2:5][CH2:4]1. The yield is 0.0620. (6) The reactants are [F:1][C:2]1[CH:17]=[C:16]([CH:18]=O)[CH:15]=[CH:14][C:3]=1[O:4][C:5]1[CH:6]=[CH:7][C:8]([C:11]([NH2:13])=[O:12])=[N:9][CH:10]=1.[N:20]1([CH2:26][CH2:27][NH2:28])[CH2:25][CH2:24][S:23][CH2:22][CH2:21]1.[BH4-].[Na+]. The catalyst is CO. The product is [F:1][C:2]1[CH:17]=[C:16]([CH2:18][NH:28][CH2:27][CH2:26][N:20]2[CH2:25][CH2:24][S:23][CH2:22][CH2:21]2)[CH:15]=[CH:14][C:3]=1[O:4][C:5]1[CH:6]=[CH:7][C:8]([C:11]([NH2:13])=[O:12])=[N:9][CH:10]=1. The yield is 0.810.